This data is from Reaction yield outcomes from USPTO patents with 853,638 reactions. The task is: Predict the reaction yield, written as a fraction of the theoretical maximum amount of product (1.0 means a 100% yield; for example, 0.34 means a 34% yield). (1) No catalyst specified. The reactants are F[CH2:2][C:3]1[N:7]([CH2:8][C:9]2[CH:14]=[CH:13][CH:12]=[C:11]([C:15]([F:18])([F:17])[F:16])[C:10]=2[CH3:19])[C:6]2[CH:20]=[C:21]([N:27]3[CH2:32][CH2:31][O:30][CH2:29][CH2:28]3)[CH:22]=[C:23]([B:24]([OH:26])[OH:25])[C:5]=2[N:4]=1.C(#N)C.[OH2:36]. The yield is 0.460. The product is [OH:36][CH2:2][C:3]1[N:7]([CH2:8][C:9]2[CH:14]=[CH:13][CH:12]=[C:11]([C:15]([F:16])([F:18])[F:17])[C:10]=2[CH3:19])[C:6]2[CH:20]=[C:21]([N:27]3[CH2:32][CH2:31][O:30][CH2:29][CH2:28]3)[CH:22]=[C:23]([B:24]([OH:26])[OH:25])[C:5]=2[N:4]=1. (2) The reactants are [BH4-].[Na+].[Br:3][C:4]1[CH:5]=[C:6]([C:10](=[O:13])[CH2:11][CH3:12])[CH:7]=[CH:8][CH:9]=1.O. The catalyst is CO. The product is [Br:3][C:4]1[CH:5]=[C:6]([CH:10]([OH:13])[CH2:11][CH3:12])[CH:7]=[CH:8][CH:9]=1. The yield is 0.990. (3) The reactants are [F:1][C:2]1[CH:7]=[C:6]([F:8])[CH:5]=[CH:4][C:3]=1[C:9]1[N:14]=[N:13][C:12]([NH2:15])=[N:11][CH:10]=1.[Cl:16][CH2:17][C:18]([CH2:20]Cl)=O.O.C(OCC)(=O)C. The catalyst is CN(C)C=O. The product is [Cl:16][CH2:17][C:18]1[N:15]=[C:12]2[N:11]=[CH:10][C:9]([C:3]3[CH:4]=[CH:5][C:6]([F:8])=[CH:7][C:2]=3[F:1])=[N:14][N:13]2[CH:20]=1. The yield is 0.300. (4) The reactants are [Cl:1][C:2]1[CH:22]=[C:21]([N+:23]([O-])=O)[CH:20]=[CH:19][C:3]=1[O:4][C@H:5]1[CH2:10][CH2:9][N:8]([C:11]([O:13][C:14]([CH3:17])([CH3:16])[CH3:15])=[O:12])[CH2:7][C@@H:6]1[F:18].[NH4+].[Cl-]. The catalyst is CCO.O.CCOC(C)=O.[Fe]. The product is [NH2:23][C:21]1[CH:20]=[CH:19][C:3]([O:4][C@H:5]2[CH2:10][CH2:9][N:8]([C:11]([O:13][C:14]([CH3:16])([CH3:17])[CH3:15])=[O:12])[CH2:7][C@@H:6]2[F:18])=[C:2]([Cl:1])[CH:22]=1. The yield is 0.450.